From a dataset of NCI-60 drug combinations with 297,098 pairs across 59 cell lines. Regression. Given two drug SMILES strings and cell line genomic features, predict the synergy score measuring deviation from expected non-interaction effect. (1) Drug 1: COC1=NC(=NC2=C1N=CN2C3C(C(C(O3)CO)O)O)N. Drug 2: C1CCC(C(C1)N)N.C(=O)(C(=O)[O-])[O-].[Pt+4]. Cell line: DU-145. Synergy scores: CSS=7.45, Synergy_ZIP=-6.97, Synergy_Bliss=-7.03, Synergy_Loewe=-17.4, Synergy_HSA=-7.52. (2) Drug 1: CS(=O)(=O)CCNCC1=CC=C(O1)C2=CC3=C(C=C2)N=CN=C3NC4=CC(=C(C=C4)OCC5=CC(=CC=C5)F)Cl. Drug 2: CC(C)CN1C=NC2=C1C3=CC=CC=C3N=C2N. Cell line: A498. Synergy scores: CSS=12.7, Synergy_ZIP=-4.00, Synergy_Bliss=0.107, Synergy_Loewe=0.221, Synergy_HSA=0.167. (3) Drug 1: CNC(=O)C1=CC=CC=C1SC2=CC3=C(C=C2)C(=NN3)C=CC4=CC=CC=N4. Drug 2: C1=NC2=C(N1)C(=S)N=CN2. Cell line: U251. Synergy scores: CSS=19.6, Synergy_ZIP=-12.3, Synergy_Bliss=-10.8, Synergy_Loewe=-10.5, Synergy_HSA=-7.90. (4) Cell line: SW-620. Drug 2: C1=CC=C(C=C1)NC(=O)CCCCCCC(=O)NO. Drug 1: C1=NC2=C(N=C(N=C2N1C3C(C(C(O3)CO)O)F)Cl)N. Synergy scores: CSS=10.5, Synergy_ZIP=-4.53, Synergy_Bliss=1.14, Synergy_Loewe=-0.811, Synergy_HSA=-0.544.